From a dataset of Forward reaction prediction with 1.9M reactions from USPTO patents (1976-2016). Predict the product of the given reaction. (1) Given the reactants [NH2:1][C:2]1[C:7]([C:8]#[N:9])=[C:6](Br)[N:5]=[C:4]([NH2:11])[CH:3]=1.[C:12]1(B(O)O)[CH:17]=[CH:16][CH:15]=[CH:14][CH:13]=1.C1(C)C=CC=CC=1P(C1C=CC=CC=1C)C1C=CC=CC=1C.C(=O)([O-])[O-].[Na+].[Na+], predict the reaction product. The product is: [NH2:1][C:2]1[C:7]([C:8]#[N:9])=[C:6]([C:12]2[CH:17]=[CH:16][CH:15]=[CH:14][CH:13]=2)[N:5]=[C:4]([NH2:11])[CH:3]=1. (2) Given the reactants [CH2:1]([O:8][C:9]([N:11]([CH2:13][C:14]1[CH:19]=[C:18]([N+:20]([O-:22])=[O:21])[CH:17]=[CH:16][C:15]=1[CH:23]([C:29]#[N:30])C(OCC)=O)[CH3:12])=[O:10])[C:2]1[CH:7]=[CH:6][CH:5]=[CH:4][CH:3]=1.[Cl-].[Li+].O, predict the reaction product. The product is: [C:29]([CH2:23][C:15]1[CH:16]=[CH:17][C:18]([N+:20]([O-:22])=[O:21])=[CH:19][C:14]=1[CH2:13][N:11]([CH3:12])[C:9](=[O:10])[O:8][CH2:1][C:2]1[CH:7]=[CH:6][CH:5]=[CH:4][CH:3]=1)#[N:30]. (3) Given the reactants [O:1]1[C:6]2[CH:7]=[CH:8][C:9]([CH2:11][NH:12][CH:13]3[CH2:18][CH2:17][N:16]([CH2:19][CH2:20][N:21]4[C:30]5[C:25](=[CH:26][CH:27]=[CH:28][CH:29]=5)[C:24]([Cl:31])=[CH:23][C:22]4=[O:32])[CH2:15][CH2:14]3)=[CH:10][C:5]=2[O:4][CH2:3][CH2:2]1.Cl.C(OCC)(=O)C, predict the reaction product. The product is: [ClH:31].[O:1]1[C:6]2[CH:7]=[CH:8][C:9]([CH2:11][NH:12][CH:13]3[CH2:18][CH2:17][N:16]([CH2:19][CH2:20][N:21]4[C:30]5[C:25](=[CH:26][CH:27]=[CH:28][CH:29]=5)[C:24]([Cl:31])=[CH:23][C:22]4=[O:32])[CH2:15][CH2:14]3)=[CH:10][C:5]=2[O:4][CH2:3][CH2:2]1. (4) Given the reactants [NH2:1][C:2]1[C:7]([Cl:8])=[C:6]([C:9](OC)=[O:10])[N:5]=[C:4]([C:13]2[C:14](F)=[N:15][C:16]([C:19]([F:22])([F:21])[F:20])=[CH:17][CH:18]=2)[C:3]=1[F:24].[CH3:25][O-:26].[Na+].Cl.C[OH:30], predict the reaction product. The product is: [NH2:1][C:2]1[C:7]([Cl:8])=[C:6]([C:9]([OH:30])=[O:10])[N:5]=[C:4]([C:13]2[C:14]([O:26][CH3:25])=[N:15][C:16]([C:19]([F:20])([F:22])[F:21])=[CH:17][CH:18]=2)[C:3]=1[F:24]. (5) Given the reactants [CH2:1]([Zn]CC)C.ICI.[Cl:9][C:10]1[CH:11]=[C:12](/[CH:17]=[CH:18]/[CH2:19][OH:20])[CH:13]=[CH:14][C:15]=1[Cl:16], predict the reaction product. The product is: [Cl:9][C:10]1[CH:11]=[C:12]([CH:17]2[CH2:1][CH:18]2[CH2:19][OH:20])[CH:13]=[CH:14][C:15]=1[Cl:16]. (6) The product is: [C:1]([NH:4][C:5]1[CH:6]=[C:7]([CH:11]=[CH:12][C:13]=1[Cl:14])[C:8]([O:10][CH2:25][CH3:26])=[O:9])(=[O:3])[CH3:2]. Given the reactants [C:1]([NH:4][C:5]1[CH:6]=[C:7]([CH:11]=[CH:12][C:13]=1[Cl:14])[C:8]([OH:10])=[O:9])(=[O:3])[CH3:2].C(=O)([O-])[O-].[K+].[K+].S(OCC)(O[CH2:25][CH3:26])(=O)=O, predict the reaction product. (7) The product is: [NH2:11][C:10]1[CH:9]=[CH:8][C:5]([C:6]#[N:7])=[CH:4][C:3]=1[NH:21][CH2:20][CH2:19][CH:14]1[CH2:18][CH2:17][CH2:16][CH2:15]1. Given the reactants CO[C:3]1[CH:4]=[C:5]([CH:8]=[CH:9][C:10]=1[N+:11]([O-])=O)[C:6]#[N:7].[CH:14]1([CH2:19][CH2:20][NH2:21])[CH2:18][CH2:17][CH2:16][CH2:15]1, predict the reaction product. (8) Given the reactants [NH2:1][C:2]1[S:3][C:4]2[CH:10]=[CH:9][CH:8]=[C:7]([O:11][CH3:12])[C:5]=2[N:6]=1.[OH:13][C:14]1[N:19]=[C:18]([C:20](Cl)=[O:21])[CH:17]=[CH:16][CH:15]=1, predict the reaction product. The product is: [CH3:12][O:11][C:7]1[C:5]2[N:6]=[C:2]([NH:1][C:20]([C:18]3[CH:17]=[CH:16][CH:15]=[C:14]([OH:13])[N:19]=3)=[O:21])[S:3][C:4]=2[CH:10]=[CH:9][CH:8]=1.